Dataset: Catalyst prediction with 721,799 reactions and 888 catalyst types from USPTO. Task: Predict which catalyst facilitates the given reaction. (1) Product: [F:16][C:2]1[C:11]2[C:6](=[CH:7][C:8]([O:12][CH3:13])=[CH:9][CH:10]=2)[C:5]([O:14][CH3:15])=[CH:4][N:3]=1. Reactant: Cl[C:2]1[C:11]2[C:6](=[CH:7][C:8]([O:12][CH3:13])=[CH:9][CH:10]=2)[C:5]([O:14][CH3:15])=[CH:4][N:3]=1.[F-:16].[Cs+]. The catalyst class is: 58. (2) Reactant: [CH3:1][C:2]([C@H:4]1[C@@H:8]2[C@@H:9]3[C@@:22]([CH3:25])([CH2:23][CH2:24][C@@:7]2([CH2:34][O:35]C(C)=O)[CH2:6][CH2:5]1)[C@@:21]1([CH3:26])[C@@H:12]([C@:13]2([CH3:33])[C@@H:18]([CH2:19][CH2:20]1)[C:17]([CH3:28])([CH3:27])[C@@H:16]([O:29]C(C)=O)[CH2:15][CH2:14]2)[CH2:11][CH2:10]3)=[CH2:3].C1(C)C=CC=CC=1.[OH-].[K+]. Product: [CH3:3][C:2]([C@H:4]1[C@@H:8]2[C@@H:9]3[C@@:22]([CH3:25])([CH2:23][CH2:24][C@@:7]2([CH2:34][OH:35])[CH2:6][CH2:5]1)[C@@:21]1([CH3:26])[C@@H:12]([C@:13]2([CH3:33])[C@@H:18]([CH2:19][CH2:20]1)[C:17]([CH3:28])([CH3:27])[C@@H:16]([OH:29])[CH2:15][CH2:14]2)[CH2:11][CH2:10]3)=[CH2:1]. The catalyst class is: 8. (3) Reactant: [CH2:1]([N:8]1[C:16]2[C:11](=[N:12][CH:13]=[C:14]([C:17]3[CH:18]=[CH:19][C:20]([O:25][CH3:26])=[C:21]([CH:24]=3)[CH:22]=[O:23])[N:15]=2)[NH:10][C:9]1=[O:27])[C:2]1[CH:7]=[CH:6][CH:5]=[CH:4][CH:3]=1.CC(=CC)C.[O-:33]Cl=O.[Na+]. Product: [CH2:1]([N:8]1[C:16]2[C:11](=[N:12][CH:13]=[C:14]([C:17]3[CH:18]=[CH:19][C:20]([O:25][CH3:26])=[C:21]([CH:24]=3)[C:22]([OH:33])=[O:23])[N:15]=2)[NH:10][C:9]1=[O:27])[C:2]1[CH:3]=[CH:4][CH:5]=[CH:6][CH:7]=1. The catalyst class is: 218. (4) Reactant: [C:1]([Si:5]([CH3:24])([CH3:23])[O:6][C@H:7]1[CH2:11][CH2:10][C@H:9]([NH:12][C:13]2[C:18](C=O)=[CH:17][N:16]=[C:15]([S:21][CH3:22])[N:14]=2)[CH2:8]1)([CH3:4])([CH3:3])[CH3:2].[CH3:25][O:26][C:27]1[CH:32]=[CH:31][C:30]([NH2:33])=[CH:29][CH:28]=1.O.C1(C)C=CC(S(O)(=O)=O)=CC=1.[H-].[Al+3].[Li+].[H-].[H-].[H-].[C:52](C(C(C([O-])=O)O)O)([O-])=[O:53].[Na+].[K+].[CH2:64](N(CC)CC)C.C(Cl)(Cl)=O.C1(C)C=CC=CC=1. Product: [C:1]([Si:5]([CH3:23])([CH3:24])[O:6][C@H:7]1[CH2:11][CH2:10][C@H:9]([N:12]2[C:13]3=[N:14][C:15]([S:21][CH3:22])=[N:16][CH:17]=[C:18]3[CH2:64][N:33]([C:30]3[CH:31]=[CH:32][C:27]([O:26][CH3:25])=[CH:28][CH:29]=3)[C:52]2=[O:53])[CH2:8]1)([CH3:3])([CH3:4])[CH3:2]. The catalyst class is: 13. (5) Reactant: [CH3:1][O:2][C:3]1[N:8]=[C:7]([C:9]([OH:11])=O)[CH:6]=[CH:5][CH:4]=1.[CH2:12]([N:19]1[CH2:24][CH2:23][NH:22][CH2:21][C:20]1([CH2:26][O:27][CH3:28])[CH3:25])[C:13]1[CH:18]=[CH:17][CH:16]=[CH:15][CH:14]=1.CN(C(ON1N=NC2C=CC=CC1=2)=[N+](C)C)C.[B-](F)(F)(F)F.CCN(C(C)C)C(C)C. Product: [CH2:12]([N:19]1[CH2:24][CH2:23][N:22]([C:9]([C:7]2[CH:6]=[CH:5][CH:4]=[C:3]([O:2][CH3:1])[N:8]=2)=[O:11])[CH2:21][C:20]1([CH2:26][O:27][CH3:28])[CH3:25])[C:13]1[CH:14]=[CH:15][CH:16]=[CH:17][CH:18]=1. The catalyst class is: 3. (6) Reactant: CS(C)=O.C(Cl)(=O)C(Cl)=O.N#N.C(Cl)(Cl)Cl.[CH2:17]([O:55][CH:56]1[C@H:60]2[C@H:61]([O:81][Si:82]([C:85]([CH3:88])([CH3:87])[CH3:86])([CH3:84])[CH3:83])[N:62]([C:73]([O:75][CH2:76][C:77]([Cl:80])([Cl:79])[Cl:78])=[O:74])[C:63]3[CH:70]=[CH:69][C:68]([O:71][CH3:72])=[CH:67][C:64]=3[C:65](=[O:66])[N:59]2[CH2:58][C@H:57]1[OH:89])[CH2:18][CH2:19][O:20][CH:21]1[C@H:25]2[C@H:26]([O:46][Si:47]([C:50]([CH3:53])([CH3:52])[CH3:51])([CH3:49])[CH3:48])[N:27]([C:38]([O:40][CH2:41][C:42]([Cl:45])([Cl:44])[Cl:43])=[O:39])[C:28]3[CH:35]=[CH:34][C:33]([O:36][CH3:37])=[CH:32][C:29]=3[C:30](=[O:31])[N:24]2[CH2:23][C@H:22]1[OH:54]. Product: [CH2:19]([O:20][CH:21]1[C@H:25]2[C@H:26]([O:46][Si:47]([C:50]([CH3:53])([CH3:52])[CH3:51])([CH3:49])[CH3:48])[N:27]([C:38]([O:40][CH2:41][C:42]([Cl:45])([Cl:44])[Cl:43])=[O:39])[C:28]3[CH:35]=[CH:34][C:33]([O:36][CH3:37])=[CH:32][C:29]=3[C:30](=[O:31])[N:24]2[CH2:23][C:22]1=[O:54])[CH2:18][CH2:17][O:55][CH:56]1[C@H:60]2[C@H:61]([O:81][Si:82]([C:85]([CH3:86])([CH3:87])[CH3:88])([CH3:83])[CH3:84])[N:62]([C:73]([O:75][CH2:76][C:77]([Cl:80])([Cl:79])[Cl:78])=[O:74])[C:63]3[CH:70]=[CH:69][C:68]([O:71][CH3:72])=[CH:67][C:64]=3[C:65](=[O:66])[N:59]2[CH2:58][C:57]1=[O:89]. The catalyst class is: 2. (7) Reactant: Cl[C:2](OC(Cl)(Cl)Cl)=[O:3].[O:9]1[C:13]2([CH2:18][CH2:17][NH:16][CH2:15][CH2:14]2)[O:12][CH2:11][CH2:10]1.C(N(CC)C(C)C)(C)C.Cl.[NH2:29][CH2:30][C:31]1[C:36]([Cl:37])=[N:35][CH:34]=[CH:33][N:32]=1.C(N(CC)CC)C. Product: [Cl:37][C:36]1[C:31]([CH2:30][NH:29][C:2]([N:16]2[CH2:17][CH2:18][C:13]3([O:12][CH2:11][CH2:10][O:9]3)[CH2:14][CH2:15]2)=[O:3])=[N:32][CH:33]=[CH:34][N:35]=1. The catalyst class is: 84.